Dataset: Reaction yield outcomes from USPTO patents with 853,638 reactions. Task: Predict the reaction yield, written as a fraction of the theoretical maximum amount of product (1.0 means a 100% yield; for example, 0.34 means a 34% yield). The reactants are [CH3:1][O:2][C:3]1[CH:4]=[C:5]2[C:10](=[CH:11][C:12]=1[O:13][CH3:14])[N:9]=[CH:8][N:7]=[C:6]2[O:15][C:16]1[CH:22]=[CH:21][C:19]([NH2:20])=[C:18]([O:23][CH3:24])[CH:17]=1.C(N(CC)CC)C.ClC(Cl)(O[C:36](=[O:42])OC(Cl)(Cl)Cl)Cl.[N:44]1([CH2:49][CH2:50][NH2:51])[CH2:48][CH2:47][CH2:46][CH2:45]1. The catalyst is C(Cl)(Cl)Cl.O. The product is [CH3:1][O:2][C:3]1[CH:4]=[C:5]2[C:10](=[CH:11][C:12]=1[O:13][CH3:14])[N:9]=[CH:8][N:7]=[C:6]2[O:15][C:16]1[CH:22]=[CH:21][C:19]([NH:20][C:36]([NH:51][CH2:50][CH2:49][N:44]2[CH2:48][CH2:47][CH2:46][CH2:45]2)=[O:42])=[C:18]([O:23][CH3:24])[CH:17]=1. The yield is 0.180.